This data is from Catalyst prediction with 721,799 reactions and 888 catalyst types from USPTO. The task is: Predict which catalyst facilitates the given reaction. (1) Reactant: Cl.C([N:5]1[C:13]2[C:8](=[CH:9][CH:10]=[C:11]([C:14]#[N:15])[CH:12]=2)[C:7]([CH3:22])([C:16]2[CH:21]=[CH:20][CH:19]=[CH:18][CH:17]=2)[CH2:6]1)(=O)C.C([O-])(O)=O.[Na+]. Product: [CH3:22][C:7]1([C:16]2[CH:21]=[CH:20][CH:19]=[CH:18][CH:17]=2)[C:8]2[C:13](=[CH:12][C:11]([C:14]#[N:15])=[CH:10][CH:9]=2)[NH:5][CH2:6]1. The catalyst class is: 10. (2) Reactant: [F:1][C:2]([F:33])([F:32])[C:3]1[CH:4]=[C:5]([C@H:13]2[O:18][C:17](=[O:19])[N:16]([CH2:20][C:21]3[CH:22]=[C:23]4[C:27](=[CH:28][C:29]=3I)[CH2:26][CH2:25][CH2:24]4)[C@@H:15]([CH3:31])[CH2:14]2)[CH:6]=[C:7]([C:9]([F:12])([F:11])[F:10])[CH:8]=1.[C:34]([C:38]1[CH:39]=[CH:40][C:41]([O:47][CH3:48])=[C:42](B(O)O)[CH:43]=1)([CH3:37])([CH3:36])[CH3:35].C([O-])([O-])=O.[K+].[K+]. Product: [F:1][C:2]([F:33])([F:32])[C:3]1[CH:4]=[C:5]([C@H:13]2[O:18][C:17](=[O:19])[N:16]([CH2:20][C:21]3[CH:22]=[C:23]4[C:27](=[CH:28][C:29]=3[C:42]3[CH:43]=[C:38]([C:34]([CH3:35])([CH3:37])[CH3:36])[CH:39]=[CH:40][C:41]=3[O:47][CH3:48])[CH2:26][CH2:25][CH2:24]4)[C@@H:15]([CH3:31])[CH2:14]2)[CH:6]=[C:7]([C:9]([F:12])([F:11])[F:10])[CH:8]=1. The catalyst class is: 1. (3) Reactant: [NH2:1][C:2]1[N:3]=[N:4][C:5]([C:14]2[CH:15]=[C:16]([OH:25])[CH:17]=[C:18]([O:20][C:21]([F:24])([F:23])[F:22])[CH:19]=2)=[C:6]([C:8]2[CH:13]=[CH:12][CH:11]=[CH:10][CH:9]=2)[N:7]=1.[C:26]1(O)C=CC=CC=1.IC. Product: [CH3:26][O:25][C:16]1[CH:15]=[C:14]([C:5]2[N:4]=[N:3][C:2]([NH2:1])=[N:7][C:6]=2[C:8]2[CH:9]=[CH:10][CH:11]=[CH:12][CH:13]=2)[CH:19]=[C:18]([O:20][C:21]([F:24])([F:22])[F:23])[CH:17]=1. The catalyst class is: 1. (4) Reactant: [CH:1]([C:3]1[C:8]([CH3:9])=[CH:7][C:6]([NH:10][C:11]([CH2:13][CH2:14][CH2:15][CH2:16][N:17]([CH3:44])[C:18]([CH2:20][CH2:21][N:22]2[CH2:27][CH2:26][CH:25]([O:28][C:29](=[O:43])[NH:30][C:31]3[CH:36]=[CH:35][CH:34]=[CH:33][C:32]=3[C:37]3[CH:42]=[CH:41][CH:40]=[CH:39][CH:38]=3)[CH2:24][CH2:23]2)=[O:19])=[O:12])=[C:5]([CH3:45])[CH:4]=1)=O.C(O)(=O)C.[NH2:50][CH2:51][C@@H:52]([C:61]1[CH:70]=[CH:69][C:68]([OH:71])=[C:67]2[C:62]=1[CH:63]=[CH:64][C:65](=[O:72])[NH:66]2)[O:53][Si:54]([C:57]([CH3:60])([CH3:59])[CH3:58])([CH3:56])[CH3:55].C(O[BH-](OC(=O)C)OC(=O)C)(=O)C.[Na+].[OH-].[Na+]. Product: [C:57]([Si:54]([CH3:56])([CH3:55])[O:53][C@H:52]([C:61]1[CH:70]=[CH:69][C:68]([OH:71])=[C:67]2[C:62]=1[CH:63]=[CH:64][C:65](=[O:72])[NH:66]2)[CH2:51][NH:50][CH2:1][C:3]1[C:8]([CH3:9])=[CH:7][C:6]([NH:10][C:11]([CH2:13][CH2:14][CH2:15][CH2:16][N:17]([CH3:44])[C:18]([CH2:20][CH2:21][N:22]2[CH2:27][CH2:26][CH:25]([O:28][C:29](=[O:43])[NH:30][C:31]3[CH:36]=[CH:35][CH:34]=[CH:33][C:32]=3[C:37]3[CH:42]=[CH:41][CH:40]=[CH:39][CH:38]=3)[CH2:24][CH2:23]2)=[O:19])=[O:12])=[C:5]([CH3:45])[CH:4]=1)([CH3:60])([CH3:59])[CH3:58]. The catalyst class is: 61. (5) Reactant: [CH3:1][NH:2][CH:3]([C:5]1[CH:19]=[CH:18][C:8]2[N:9]([CH:12]3[CH2:17][CH2:16][CH2:15][CH2:14][O:13]3)[CH:10]=[N:11][C:7]=2[CH:6]=1)[CH3:4].Cl[C:21]1[N:26]=[C:25]([NH:27][C:28]2[NH:32][N:31]=[C:30]([CH:33]3[CH2:35][CH2:34]3)[CH:29]=2)[CH:24]=[CH:23][N:22]=1.CCN(C(C)C)C(C)C. Product: [CH:33]1([C:30]2[NH:31][N:32]=[C:28]([NH:27][C:25]3[CH:24]=[CH:23][N:22]=[C:21]([N:2]([CH3:1])[CH:3]([C:5]4[CH:19]=[CH:18][C:8]5[N:9]([CH:12]6[CH2:17][CH2:16][CH2:15][CH2:14][O:13]6)[CH:10]=[N:11][C:7]=5[CH:6]=4)[CH3:4])[N:26]=3)[CH:29]=2)[CH2:35][CH2:34]1. The catalyst class is: 41. (6) Product: [Br:7][C:8]1[CH:9]=[CH:10][C:11]2[CH2:17][CH2:16][CH2:15][CH2:14][NH:13][C:12]=2[CH:19]=1. Reactant: O1CCCC1.B.[Br:7][C:8]1[CH:9]=[CH:10][C:11]2[CH2:17][CH2:16][CH2:15][C:14](=O)[NH:13][C:12]=2[CH:19]=1.BrC1C=C2C(CCCC2=O)=CC=1.CO. The catalyst class is: 7. (7) Reactant: [CH3:1][C:2]1[C:3]([CH3:27])=[CH:4][C:5]2[N:14]([CH2:15][CH2:16][CH2:17][CH2:18][CH2:19][CH2:20][C:21]([OH:23])=[O:22])[C:13]3[C:8]([C:9](=[O:25])[NH:10][C:11](=[O:24])[N:12]=3)=[N:7][C:6]=2[CH:26]=1.Cl[CH2:29][O:30][C:31](=[O:33])[CH3:32].C(N(CC)CC)C. Product: [CH3:1][C:2]1[C:3]([CH3:27])=[CH:4][C:5]2[N:14]([CH2:15][CH2:16][CH2:17][CH2:18][CH2:19][CH2:20][C:21]([O:23][CH2:29][O:30][C:31](=[O:33])[CH3:32])=[O:22])[C:13]3[C:8]([C:9](=[O:25])[NH:10][C:11](=[O:24])[N:12]=3)=[N:7][C:6]=2[CH:26]=1. The catalyst class is: 639.